From a dataset of Forward reaction prediction with 1.9M reactions from USPTO patents (1976-2016). Predict the product of the given reaction. (1) Given the reactants [NH2:1][C@H:2]1[CH2:6][O:5][CH2:4][C@@H:3]1[OH:7].C(N(CC)C(C)C)(C)C.Cl[C:18]([O:20][CH2:21][C:22]1[CH:27]=[CH:26][CH:25]=[CH:24][CH:23]=1)=[O:19], predict the reaction product. The product is: [OH:7][C@H:3]1[CH2:4][O:5][CH2:6][C@@H:2]1[NH:1][C:18](=[O:19])[O:20][CH2:21][C:22]1[CH:27]=[CH:26][CH:25]=[CH:24][CH:23]=1. (2) Given the reactants C(OC([NH:8][C@@H:9]1[CH2:16][N:15]2[C:17]3[CH:18]=[C:19]([C:30]([O:32][CH3:33])=[O:31])[CH:20]=[CH:21][C:22]=3[C:23]([CH:24]3[CH2:29][CH2:28][CH2:27][CH2:26][CH2:25]3)=[C:14]2[C:13]2[CH:34]=[CH:35][CH:36]=[CH:37][C:12]=2[O:11][CH2:10]1)=O)(C)(C)C.C(O)(C(F)(F)F)=O.C([O-])(O)=O.[Na+], predict the reaction product. The product is: [NH2:8][C@@H:9]1[CH2:16][N:15]2[C:17]3[CH:18]=[C:19]([C:30]([O:32][CH3:33])=[O:31])[CH:20]=[CH:21][C:22]=3[C:23]([CH:24]3[CH2:29][CH2:28][CH2:27][CH2:26][CH2:25]3)=[C:14]2[C:13]2[CH:34]=[CH:35][CH:36]=[CH:37][C:12]=2[O:11][CH2:10]1. (3) Given the reactants [CH2:1]([N:8]1[C:17](=[O:18])[C:16]2[C:11](=[CH:12][C:13]([O:35][CH3:36])=[C:14]([O:19][C@H:20]3[CH2:25][CH2:24][C@@H:23]([N:26](C(OC(C)(C)C)=O)[CH3:27])[CH2:22][CH2:21]3)[CH:15]=2)[N:10]=[CH:9]1)[C:2]1[CH:7]=[CH:6][CH:5]=[CH:4][CH:3]=1.Cl.FC(F)(F)C(O)=O, predict the reaction product. The product is: [CH2:1]([N:8]1[C:17](=[O:18])[C:16]2[C:11](=[CH:12][C:13]([O:35][CH3:36])=[C:14]([O:19][C@H:20]3[CH2:21][CH2:22][C@@H:23]([NH:26][CH3:27])[CH2:24][CH2:25]3)[CH:15]=2)[N:10]=[CH:9]1)[C:2]1[CH:3]=[CH:4][CH:5]=[CH:6][CH:7]=1. (4) Given the reactants [C:1]1([C:28]2[CH:33]=[CH:32][CH:31]=[CH:30][CH:29]=2)[CH:6]=[CH:5][CH:4]=[C:3]([NH:7][C:8](=[O:27])[CH2:9][CH2:10][CH2:11][CH2:12][CH2:13][NH:14][C:15](=[O:26])[CH2:16][S:17][CH2:18][CH2:19][C:20]2[CH:25]=[CH:24][CH:23]=[CH:22]N=2)[CH:2]=1.C1(C2C=CC=CC=2)C=CC=C(NC(=O)CCCCCNC(=O)[CH2:49][SH:50])C=1.N1C=CC=CC=1CCS, predict the reaction product. The product is: [C:1]1([C:28]2[CH:33]=[CH:32][CH:31]=[CH:30][CH:29]=2)[CH:6]=[CH:5][CH:4]=[C:3]([NH:7][C:8](=[O:27])[CH2:9][CH2:10][CH2:11][CH2:12][CH2:13][NH:14][C:15](=[O:26])[CH2:16][S:17][CH2:18][C:19]2[CH:22]=[CH:23][C:24]([S:50][CH3:49])=[CH:25][CH:20]=2)[CH:2]=1. (5) Given the reactants [NH2:1][C:2]1[CH:3]=[C:4]2[C:20](=[O:21])[NH:19][N:18]=[CH:17][C:6]3=[C:7]([C:11]4[CH:16]=[CH:15][CH:14]=[CH:13][CH:12]=4)[NH:8][C:9]([CH:10]=1)=[C:5]23.[C:22]([O:26][C:27]([N:29]1[CH2:34][CH2:33][CH:32]([C:35](O)=[O:36])[CH2:31][CH2:30]1)=[O:28])([CH3:25])([CH3:24])[CH3:23].C(N(CC)CC)C.F[P-](F)(F)(F)(F)F.N1(OC(N(C)C)=[N+](C)C)C2N=CC=CC=2N=N1, predict the reaction product. The product is: [C:22]([O:26][C:27]([N:29]1[CH2:34][CH2:33][CH:32]([C:35](=[O:36])[NH:1][C:2]2[CH:3]=[C:4]3[C:20](=[O:21])[NH:19][N:18]=[CH:17][C:6]4=[C:7]([C:11]5[CH:12]=[CH:13][CH:14]=[CH:15][CH:16]=5)[NH:8][C:9]([CH:10]=2)=[C:5]34)[CH2:31][CH2:30]1)=[O:28])([CH3:25])([CH3:24])[CH3:23].